From a dataset of Forward reaction prediction with 1.9M reactions from USPTO patents (1976-2016). Predict the product of the given reaction. (1) Given the reactants [Cl:1][C:2]1[C:3]([C:9]2[CH:14]=[CH:13][CH:12]=[C:11]([NH:15][CH2:16][C:17]3[CH:22]=[CH:21][CH:20]=[C:19]([F:23])[CH:18]=3)[N:10]=2)=[CH:4][C:5](F)=[N:6][CH:7]=1.[C@H:24]1([NH2:31])[CH2:29][CH2:28][C@H:27]([NH2:30])[CH2:26][CH2:25]1.C(#N)C.O, predict the reaction product. The product is: [NH2:30][C@H:27]1[CH2:28][CH2:29][C@H:24]([NH:31][C:5]2[CH:4]=[C:3]([C:9]3[CH:14]=[CH:13][CH:12]=[C:11]([NH:15][CH2:16][C:17]4[CH:22]=[CH:21][CH:20]=[C:19]([F:23])[CH:18]=4)[N:10]=3)[C:2]([Cl:1])=[CH:7][N:6]=2)[CH2:25][CH2:26]1. (2) Given the reactants [C:1]([C:4]1[CH:9]=[CH:8][C:7]([F:10])=[CH:6][N:5]=1)(=[O:3])[CH3:2].[N+:11]([C:14]1[CH:19]=[C:18]([N+:20]([O-:22])=[O:21])[CH:17]=[CH:16][C:15]=1[S:23]([O:26]I(O)C1C=CC=CC=1)(=[O:25])=[O:24])([O-:13])=[O:12], predict the reaction product. The product is: [N+:11]([C:14]1[CH:19]=[C:18]([N+:20]([O-:22])=[O:21])[CH:17]=[CH:16][C:15]=1[S:23]([O:26][CH2:2][C:1]([C:4]1[CH:9]=[CH:8][C:7]([F:10])=[CH:6][N:5]=1)=[O:3])(=[O:25])=[O:24])([O-:13])=[O:12]. (3) Given the reactants [Cl:1][C:2]1[N:3]=[CH:4][NH:5][C:6]=1[Cl:7].[OH-].[K+].[Br:10][CH2:11][C:12]1[CH:25]=[C:24]2[C:26]3=[C:27]4[C:17]([CH:18]=[CH:19][CH:20]=[C:21]4[CH:22]=[CH:23]2)=[CH:16][CH:15]=[C:14]3[CH:13]=1.Br[CH2:29][C:30]1[CH:39]=[N:38][C:37]2[C:32](=[CH:33][CH:34]=[CH:35][CH:36]=2)[N:31]=1, predict the reaction product. The product is: [Br-:10].[CH:13]1[C:14]2[C:26]3=[C:27]4[C:17](=[CH:16][CH:15]=2)[CH:18]=[CH:19][CH:20]=[C:21]4[CH:22]=[CH:23][C:24]3=[CH:25][C:12]=1[CH2:11][N+:3]1[C:2]([Cl:1])=[C:6]([Cl:7])[N:5]([CH2:29][C:30]2[CH:39]=[N:38][C:37]3[C:32](=[CH:33][CH:34]=[CH:35][CH:36]=3)[N:31]=2)[CH:4]=1. (4) Given the reactants [CH3:1][N:2]1[C:6]([C:7]2[CH:12]=[CH:11][N:10]=[CH:9][CH:8]=2)=[C:5]([CH:13]=[O:14])[C:4](=[O:15])[N:3]1[C:16]1[CH:21]=[CH:20][CH:19]=[CH:18][CH:17]=1.CC(=CC)C.Cl([O-])=[O:28].[Na+].OP([O-])(O)=O.[K+], predict the reaction product. The product is: [CH3:1][N:2]1[C:6]([C:7]2[CH:8]=[CH:9][N:10]=[CH:11][CH:12]=2)=[C:5]([C:13]([OH:28])=[O:14])[C:4](=[O:15])[N:3]1[C:16]1[CH:21]=[CH:20][CH:19]=[CH:18][CH:17]=1. (5) Given the reactants [Si]([O:8][CH2:9][C:10]1[C:11]([F:28])=[C:12]([N:16]2[CH2:21][CH2:20][CH:19]([CH:22]3[CH2:27][CH2:26][NH:25][CH2:24][CH2:23]3)[CH2:18][CH2:17]2)[CH:13]=[CH:14][CH:15]=1)(C(C)(C)C)(C)C.ClCCCl.[C:33](Cl)(=[O:35])[CH3:34].C(=O)([O-])O.[Na+], predict the reaction product. The product is: [F:28][C:11]1[C:10]([CH2:9][OH:8])=[CH:15][CH:14]=[CH:13][C:12]=1[N:16]1[CH2:17][CH2:18][CH:19]([CH:22]2[CH2:27][CH2:26][N:25]([C:33](=[O:35])[CH3:34])[CH2:24][CH2:23]2)[CH2:20][CH2:21]1. (6) Given the reactants Cl[C:2]1[N:7]=[CH:6][C:5](/[CH:8]=[CH:9]/[C:10]([O:12][CH2:13][CH3:14])=[O:11])=[CH:4][CH:3]=1.C(=O)([O-])[O-].[Cs+].[Cs+].[Cl:21][C:22]1[CH:35]=[CH:34][C:25]([C:26]([N:28]2[CH2:32][CH2:31][C@@H:30]([NH2:33])[CH2:29]2)=[O:27])=[CH:24][CH:23]=1, predict the reaction product. The product is: [Cl:21][C:22]1[CH:35]=[CH:34][C:25]([C:26]([N:28]2[CH2:32][CH2:31][C@@H:30]([NH:33][C:2]3[N:7]=[CH:6][C:5](/[CH:8]=[CH:9]/[C:10]([O:12][CH2:13][CH3:14])=[O:11])=[CH:4][CH:3]=3)[CH2:29]2)=[O:27])=[CH:24][CH:23]=1. (7) The product is: [CH:1]1([CH2:4][O:5][C:6]2[C:7]([C:16]3[C:25]4[CH2:24][CH2:23][CH2:22][CH2:21][C:20]=4[C:19](=[O:26])[N:18]([CH3:27])[CH:17]=3)=[N:8][C:9]([NH:33][S:30]([CH2:28][CH3:29])(=[O:32])=[O:31])=[N:10][CH:11]=2)[CH2:3][CH2:2]1. Given the reactants [CH:1]1([CH2:4][O:5][C:6]2[C:7]([C:16]3[C:25]4[CH2:24][CH2:23][CH2:22][CH2:21][C:20]=4[C:19](=[O:26])[N:18]([CH3:27])[CH:17]=3)=[N:8][C:9](S(C)(=O)=O)=[N:10][CH:11]=2)[CH2:3][CH2:2]1.[CH2:28]([S:30]([NH2:33])(=[O:32])=[O:31])[CH3:29], predict the reaction product. (8) The product is: [O:24]=[C:8]1[N:7]2[C:3]([CH2:2][O:1][C:33](=[O:34])[CH2:32][N:27]3[CH2:28][CH2:29][CH2:30][CH2:31][C:26]3=[O:25])=[N:4][CH:5]=[C:6]2[CH2:10][N:9]1[CH:11]1[CH2:12][CH2:13][N:14]([C:17]([O:19][C:20]([CH3:21])([CH3:23])[CH3:22])=[O:18])[CH2:15][CH2:16]1. Given the reactants [OH:1][CH2:2][C:3]1[N:7]2[C:8](=[O:24])[N:9]([CH:11]3[CH2:16][CH2:15][N:14]([C:17]([O:19][C:20]([CH3:23])([CH3:22])[CH3:21])=[O:18])[CH2:13][CH2:12]3)[CH2:10][C:6]2=[CH:5][N:4]=1.[O:25]=[C:26]1[CH2:31][CH2:30][CH2:29][CH2:28][N:27]1[CH2:32][C:33](O)=[O:34], predict the reaction product. (9) Given the reactants Br[C:2]1[CH:7]=[CH:6][N:5]=[C:4]([NH:8][CH2:9][CH:10]([OH:22])[CH2:11][N:12]2[CH2:21][CH2:20][C:19]3[C:14](=[CH:15][CH:16]=[CH:17][CH:18]=3)[CH2:13]2)[CH:3]=1.[CH3:23][C:24]1([CH3:40])[C:28]([CH3:30])([CH3:29])[O:27][B:26]([B:26]2[O:27][C:28]([CH3:30])([CH3:29])[C:24]([CH3:40])([CH3:23])[O:25]2)[O:25]1.CC([O-])=O.[K+], predict the reaction product. The product is: [CH2:13]1[C:14]2[C:19](=[CH:18][CH:17]=[CH:16][CH:15]=2)[CH2:20][CH2:21][N:12]1[CH2:11][CH:10]([OH:22])[CH2:9][NH:8][C:4]1[CH:3]=[C:2]([B:26]2[O:27][C:28]([CH3:30])([CH3:29])[C:24]([CH3:40])([CH3:23])[O:25]2)[CH:7]=[CH:6][N:5]=1. (10) Given the reactants [C:9](O[C:9]([O:11][C:12]([CH3:15])([CH3:14])[CH3:13])=[O:10])([O:11][C:12]([CH3:15])([CH3:14])[CH3:13])=[O:10].[C:16]([C:18]1[CH:29]=[C:28]2[C:21]([NH:22][CH:23]=[C:24]2[CH2:25][CH2:26][NH2:27])=[CH:20][CH:19]=1)#[N:17].[OH-].[Na+], predict the reaction product. The product is: [C:12]([O:11][C:9]([NH:27][CH2:26][CH2:25][C:24]1[C:28]2[C:21](=[CH:20][CH:19]=[C:18]([C:16]#[N:17])[CH:29]=2)[NH:22][CH:23]=1)=[O:10])([CH3:13])([CH3:14])[CH3:15].